This data is from Catalyst prediction with 721,799 reactions and 888 catalyst types from USPTO. The task is: Predict which catalyst facilitates the given reaction. Reactant: [CH3:1][O:2][C:3]1[CH:8]=[CH:7][C:6]([OH:9])=[CH:5][CH:4]=1.[OH-].[K+].Br[CH2:13][CH:14]([O:18][CH2:19][CH3:20])[O:15][CH2:16][CH3:17].O. Product: [CH2:16]([O:15][CH:14]([O:18][CH2:19][CH3:20])[CH2:13][O:9][C:6]1[CH:7]=[CH:8][C:3]([O:2][CH3:1])=[CH:4][CH:5]=1)[CH3:17]. The catalyst class is: 16.